This data is from Forward reaction prediction with 1.9M reactions from USPTO patents (1976-2016). The task is: Predict the product of the given reaction. (1) The product is: [CH:1]1([N:4]([CH:5]2[CH2:10][CH2:9][N:8]([C:11]3[O:15][N:14]=[C:13]([CH:16]([CH3:18])[CH3:17])[N:12]=3)[CH2:7][CH2:6]2)[C:28](=[O:29])[C:27]2[CH:31]=[CH:32][C:24]([C:23]3[O:19][CH:20]=[N:21][CH:22]=3)=[N:25][CH:26]=2)[CH2:2][CH2:3]1. Given the reactants [CH:1]1([NH:4][CH:5]2[CH2:10][CH2:9][N:8]([C:11]3[O:15][N:14]=[C:13]([CH:16]([CH3:18])[CH3:17])[N:12]=3)[CH2:7][CH2:6]2)[CH2:3][CH2:2]1.[O:19]1[C:23]([C:24]2[CH:32]=[CH:31][C:27]([C:28](O)=[O:29])=[CH:26][N:25]=2)=[CH:22][N:21]=[CH:20]1, predict the reaction product. (2) The product is: [Cl:1][C:2]1[CH:12]=[C:11]([C:13]([F:16])([F:15])[F:14])[CH:10]=[CH:9][C:3]=1[O:4][CH2:5][C:6]([NH:17][C:18]1[CH:19]=[CH:20][C:21]([O:29][CH2:30][CH2:31][N:32]([CH2:35][CH3:36])[CH2:33][CH3:34])=[C:22]([CH:28]=1)[C:23]([O:25][CH2:26][CH3:27])=[O:24])=[O:8]. Given the reactants [Cl:1][C:2]1[CH:12]=[C:11]([C:13]([F:16])([F:15])[F:14])[CH:10]=[CH:9][C:3]=1[O:4][CH2:5][C:6]([OH:8])=O.[NH2:17][C:18]1[CH:19]=[CH:20][C:21]([O:29][CH2:30][CH2:31][N:32]([CH2:35][CH3:36])[CH2:33][CH3:34])=[C:22]([CH:28]=1)[C:23]([O:25][CH2:26][CH3:27])=[O:24], predict the reaction product.